From a dataset of Catalyst prediction with 721,799 reactions and 888 catalyst types from USPTO. Predict which catalyst facilitates the given reaction. Reactant: [F:1][C:2]1[CH:3]=[C:4](B(O)O)[CH:5]=[CH:6][CH:7]=1.C(=O)([O-])[O-].[K+].[K+].[Cl:17][C:18]1[CH:23]=[C:22](Cl)[N:21]=[C:20]([CH3:25])[N:19]=1.[Cl-].[NH4+]. Product: [Cl:17][C:18]1[CH:23]=[C:22]([C:4]2[CH:5]=[CH:6][CH:7]=[C:2]([F:1])[CH:3]=2)[N:21]=[C:20]([CH3:25])[N:19]=1. The catalyst class is: 658.